This data is from Reaction yield outcomes from USPTO patents with 853,638 reactions. The task is: Predict the reaction yield, written as a fraction of the theoretical maximum amount of product (1.0 means a 100% yield; for example, 0.34 means a 34% yield). The reactants are [NH2:1][C:2]1[S:3][C:4](C(OCC)=O)=[C:5]([CH3:7])[N:6]=1.NC1SC=C(C)N=1.Cl[CH2:21][CH2:22][N:23]=[C:24]=[O:25]. No catalyst specified. The product is [CH3:7][C:5]1[N:6]=[C:2]([N:1]2[CH2:21][CH2:22][NH:23][C:24]2=[O:25])[S:3][CH:4]=1. The yield is 0.900.